From a dataset of Full USPTO retrosynthesis dataset with 1.9M reactions from patents (1976-2016). Predict the reactants needed to synthesize the given product. (1) Given the product [CH2:1]([O:8][CH2:9][CH2:10][CH2:11][CH2:12][C:13]([O:15][CH3:20])=[O:14])[C:2]1[CH:7]=[CH:6][CH:5]=[CH:4][CH:3]=1, predict the reactants needed to synthesize it. The reactants are: [CH2:1]([O:8][CH2:9][CH2:10][CH2:11][CH2:12][C:13]([OH:15])=[O:14])[C:2]1[CH:7]=[CH:6][CH:5]=[CH:4][CH:3]=1.O=S(Cl)Cl.[C:20]([O-])(O)=O.[Na+]. (2) Given the product [F:22][C:23]1[C:24]([O:31][CH2:32][C:33]2[CH:34]=[CH:35][CH:36]=[CH:37][CH:38]=2)=[C:25]([C:26](=[NH:27])[NH:10][CH2:9][CH2:8][C:4]2[CH:5]=[CH:6][CH:7]=[C:2]([F:1])[CH:3]=2)[CH:28]=[CH:29][CH:30]=1, predict the reactants needed to synthesize it. The reactants are: [F:1][C:2]1[CH:3]=[C:4]([CH2:8][CH2:9][NH2:10])[CH:5]=[CH:6][CH:7]=1.C1(C)C=CC=CC=1.C[Al](C)C.[F:22][C:23]1[C:24]([O:31][CH2:32][C:33]2[CH:38]=[CH:37][CH:36]=[CH:35][CH:34]=2)=[C:25]([CH:28]=[CH:29][CH:30]=1)[C:26]#[N:27].